From a dataset of M1 muscarinic receptor agonist screen with 61,833 compounds. Binary Classification. Given a drug SMILES string, predict its activity (active/inactive) in a high-throughput screening assay against a specified biological target. (1) The compound is o1c2c(cc1C(=O)Nc1cc(NC(=O)C)ccc1)cccc2. The result is 0 (inactive). (2) The result is 0 (inactive). The drug is O=C(NCCC=1CCCCC1)C(N1C(=O)c2c(C1=O)cccc2)C. (3) The drug is S(=O)(=O)(Nc1cc(OC)ccc1)c1cc2n(c(=O)c(=O)n(c2cc1)C)C. The result is 0 (inactive). (4) The drug is s1c(C(=O)Nc2nn(CCCC)c3nc4c(cc23)cccc4)ccc1. The result is 0 (inactive). (5) The drug is s1c(c2[n+]([O-])c3c(n(OCC(OCC)=O)c2=O)cccc3)ccc1. The result is 1 (active). (6) The molecule is S(CC(=O)NC1CCCCC1)c1nc(c(nn1)CC)CC. The result is 0 (inactive). (7) The molecule is S(CC(=O)Nc1ccc(F)cc1)c1sc(NC(=O)CC)nn1. The result is 0 (inactive).